From a dataset of Full USPTO retrosynthesis dataset with 1.9M reactions from patents (1976-2016). Predict the reactants needed to synthesize the given product. (1) Given the product [C:1]([NH:4][C:5]1[CH:13]=[C:12]2[C:8]([CH2:9][C@@H:10]([C:14]([O:16][CH2:17][CH3:18])=[O:15])[N:11]2[C:28](=[O:29])[CH2:27][NH:26][C:19]([O:21][C:22]([CH3:24])([CH3:23])[CH3:25])=[O:20])=[CH:7][CH:6]=1)(=[O:3])[CH3:2], predict the reactants needed to synthesize it. The reactants are: [C:1]([NH:4][C:5]1[CH:13]=[C:12]2[C:8]([CH2:9][C@@H:10]([C:14]([O:16][CH2:17][CH3:18])=[O:15])[NH:11]2)=[CH:7][CH:6]=1)(=[O:3])[CH3:2].[C:19]([NH:26][CH2:27][C:28](O)=[O:29])([O:21][C:22]([CH3:25])([CH3:24])[CH3:23])=[O:20]. (2) Given the product [NH2:1][C:2]1[N:10]=[C:9]([F:11])[N:8]=[C:7]2[C:3]=1[N:4]=[C:5]([CH2:17][C:18]1[C:26]([I:27])=[CH:25][C:21]3[O:22][CH2:23][O:24][C:20]=3[CH:19]=1)[N:6]2[CH:12]([CH3:13])[CH2:38][CH2:28][O:31][S:33](=[O:36])(=[O:35])[NH2:34], predict the reactants needed to synthesize it. The reactants are: [NH2:1][C:2]1[N:10]=[C:9]([F:11])[N:8]=[C:7]2[C:3]=1[N:4]=[C:5]([CH2:17][C:18]1[C:26]([I:27])=[CH:25][C:21]3[O:22][CH2:23][O:24][C:20]=3[CH:19]=1)[N:6]2[CH2:12][CH2:13]C(O)C.[C:28]([O-:31])([O-])=O.[Ca+2].[S:33](Cl)(=[O:36])(=[O:35])[NH2:34].[CH3:38]N(C=O)C.